From a dataset of Reaction yield outcomes from USPTO patents with 853,638 reactions. Predict the reaction yield, written as a fraction of the theoretical maximum amount of product (1.0 means a 100% yield; for example, 0.34 means a 34% yield). (1) The reactants are [C:1]([C:4]1[CH:9]=[C:8]([F:10])[CH:7]=[CH:6][C:5]=1[S:11][C:12]1[CH:20]=[CH:19][C:18]([O:21][CH3:22])=[CH:17][C:13]=1[C:14](O)=[O:15])(O)=[O:2].S(C1C=CC=CC=1C(OC)=O)C1C=CC=CC=1C(OC)=O. No catalyst specified. The product is [F:10][C:8]1[CH:7]=[CH:6][C:5]([S:11][C:12]2[CH:20]=[CH:19][C:18]([O:21][CH3:22])=[CH:17][C:13]=2[CH2:14][OH:15])=[C:4]([CH2:1][OH:2])[CH:9]=1. The yield is 0.880. (2) The reactants are Br[C:2]1[S:10][C:9]2[C:4](=[N:5][CH:6]=[CH:7][C:8]=2[O:11][C:12]2[CH:17]=[CH:16][C:15]([N+:18]([O-:20])=[O:19])=[CH:14][C:13]=2[F:21])[CH:3]=1.[Cl:22][CH2:23][CH2:24][CH2:25][O:26][C:27]1[CH:28]=[C:29](B2OC(C)(C)C(C)(C)O2)[CH:30]=[CH:31][CH:32]=1.[F-].[Cs+].C(=O)(O)[O-].[Na+]. The catalyst is COCCOC.O.C1C=CC([P]([Pd]([P](C2C=CC=CC=2)(C2C=CC=CC=2)C2C=CC=CC=2)([P](C2C=CC=CC=2)(C2C=CC=CC=2)C2C=CC=CC=2)[P](C2C=CC=CC=2)(C2C=CC=CC=2)C2C=CC=CC=2)(C2C=CC=CC=2)C2C=CC=CC=2)=CC=1. The product is [Cl:22][CH2:23][CH2:24][CH2:25][O:26][C:27]1[CH:32]=[C:31]([C:2]2[S:10][C:9]3[C:4](=[N:5][CH:6]=[CH:7][C:8]=3[O:11][C:12]3[CH:17]=[CH:16][C:15]([N+:18]([O-:20])=[O:19])=[CH:14][C:13]=3[F:21])[CH:3]=2)[CH:30]=[CH:29][CH:28]=1. The yield is 0.780. (3) The reactants are C([O:3][C:4]([C:6]1[S:7][C:8]([C:11]2[CH:16]=[CH:15][N:14]=[C:13]([NH:17][C:18]3[CH:19]=[N:20][CH:21]=[CH:22][CH:23]=3)[N:12]=2)=[CH:9][CH:10]=1)=[O:5])C.[Li+].[OH-].Cl. The catalyst is CO.O. The product is [N:20]1[CH:21]=[CH:22][CH:23]=[C:18]([NH:17][C:13]2[N:12]=[C:11]([C:8]3[S:7][C:6]([C:4]([OH:5])=[O:3])=[CH:10][CH:9]=3)[CH:16]=[CH:15][N:14]=2)[CH:19]=1. The yield is 0.720. (4) The reactants are C(=O)C1C=CC=CC=1.[NH2:9][CH2:10][C@@H:11]([CH3:32])[O:12][C:13]1[CH:22]=[CH:21][CH:20]=[C:19]2[C:14]=1[C:15]([NH:23][C:24]1[CH:29]=[CH:28][C:27]([OH:30])=[C:26]([Cl:31])[CH:25]=1)=[N:16][CH:17]=[N:18]2.C(=O)([O-])[O-].[K+].[K+].Cl.[N:40]1[CH:45]=[CH:44][CH:43]=[CH:42][C:41]=1[CH2:46]Cl.O1CCOCCOCCOCCOCCOCC1. The catalyst is CN(C=O)C. The product is [NH2:9][CH2:10][C@@H:11]([CH3:32])[O:12][C:13]1[CH:22]=[CH:21][CH:20]=[C:19]2[C:14]=1[C:15]([NH:23][C:24]1[CH:29]=[CH:28][C:27]([O:30][CH2:46][C:41]3[CH:42]=[CH:43][CH:44]=[CH:45][N:40]=3)=[C:26]([Cl:31])[CH:25]=1)=[N:16][CH:17]=[N:18]2. The yield is 1.00. (5) The reactants are [Cl:1][C:2]1[N:3]=[C:4]([C:9]([NH:11][C:12]2[CH:32]=[CH:31][C:15]3[N:16]([CH2:20][C:21]4[CH:30]=[CH:29][C:24]([C:25]([O:27]C)=[O:26])=[CH:23][CH:22]=4)[CH2:17][CH2:18][O:19][C:14]=3[CH:13]=2)=[O:10])[NH:5][C:6]=1[CH2:7][CH3:8].[OH-].[Li+].CO. The catalyst is O1CCCC1. The yield is 1.00. The product is [Cl:1][C:2]1[N:3]=[C:4]([C:9]([NH:11][C:12]2[CH:32]=[CH:31][C:15]3[N:16]([CH2:20][C:21]4[CH:30]=[CH:29][C:24]([C:25]([OH:27])=[O:26])=[CH:23][CH:22]=4)[CH2:17][CH2:18][O:19][C:14]=3[CH:13]=2)=[O:10])[NH:5][C:6]=1[CH2:7][CH3:8].